From a dataset of Merck oncology drug combination screen with 23,052 pairs across 39 cell lines. Regression. Given two drug SMILES strings and cell line genomic features, predict the synergy score measuring deviation from expected non-interaction effect. (1) Drug 1: CN1C(=O)C=CC2(C)C3CCC4(C)C(NC(=O)OCC(F)(F)F)CCC4C3CCC12. Drug 2: COc1cccc2c1C(=O)c1c(O)c3c(c(O)c1C2=O)CC(O)(C(=O)CO)CC3OC1CC(N)C(O)C(C)O1. Cell line: NCIH2122. Synergy scores: synergy=11.7. (2) Drug 1: O=S1(=O)NC2(CN1CC(F)(F)F)C1CCC2Cc2cc(C=CCN3CCC(C(F)(F)F)CC3)ccc2C1. Drug 2: Nc1ccn(C2OC(CO)C(O)C2(F)F)c(=O)n1. Cell line: SW837. Synergy scores: synergy=7.20. (3) Drug 1: O=C(NOCC(O)CO)c1ccc(F)c(F)c1Nc1ccc(I)cc1F. Drug 2: Cc1nc(Nc2ncc(C(=O)Nc3c(C)cccc3Cl)s2)cc(N2CCN(CCO)CC2)n1. Cell line: NCIH2122. Synergy scores: synergy=-35.3. (4) Drug 1: N.N.O=C(O)C1(C(=O)O)CCC1.[Pt]. Drug 2: NC1(c2ccc(-c3nc4ccn5c(=O)[nH]nc5c4cc3-c3ccccc3)cc2)CCC1. Cell line: UWB1289BRCA1. Synergy scores: synergy=11.0. (5) Cell line: SKOV3. Synergy scores: synergy=-13.5. Drug 1: COC12C(COC(N)=O)C3=C(C(=O)C(C)=C(N)C3=O)N1CC1NC12. Drug 2: Cn1nnc2c(C(N)=O)ncn2c1=O. (6) Drug 1: COc1cccc2c1C(=O)c1c(O)c3c(c(O)c1C2=O)CC(O)(C(=O)CO)CC3OC1CC(N)C(O)C(C)O1. Drug 2: Cn1cc(-c2cnn3c(N)c(Br)c(C4CCCNC4)nc23)cn1. Cell line: A2058. Synergy scores: synergy=16.7.